Dataset: Peptide-MHC class I binding affinity with 185,985 pairs from IEDB/IMGT. Task: Regression. Given a peptide amino acid sequence and an MHC pseudo amino acid sequence, predict their binding affinity value. This is MHC class I binding data. The peptide sequence is HTQGFFPDW. The MHC is HLA-B58:01 with pseudo-sequence HLA-B58:01. The binding affinity (normalized) is 0.820.